From a dataset of Catalyst prediction with 721,799 reactions and 888 catalyst types from USPTO. Predict which catalyst facilitates the given reaction. (1) Reactant: [C:1]([CH:3]([C:9]1[C:10]2[C:17]([CH3:18])=[CH:16][S:15][C:11]=2[N:12]=[CH:13][N:14]=1)C(OCC)=O)#[N:2].CS(C)=O.[Na+].[Cl-]. Product: [CH3:18][C:17]1[C:10]2[C:9]([CH2:3][C:1]#[N:2])=[N:14][CH:13]=[N:12][C:11]=2[S:15][CH:16]=1. The catalyst class is: 6. (2) Reactant: [H-].[Na+].[Br:3][C:4]1[CH:9]=[CH:8][CH:7]=[CH:6][C:5]=1[SH:10].Cl[C:12]1[C:13]2[C:18]([N:19]=[C:20]3[C:25]=1[CH:24]=[CH:23][CH:22]=[CH:21]3)=[CH:17][CH:16]=[CH:15][CH:14]=2. Product: [Br:3][C:4]1[CH:9]=[CH:8][CH:7]=[CH:6][C:5]=1[S:10][C:12]1[C:13]2[C:18]([N:19]=[C:20]3[C:25]=1[CH:24]=[CH:23][CH:22]=[CH:21]3)=[CH:17][CH:16]=[CH:15][CH:14]=2. The catalyst class is: 9. (3) Reactant: Br[C:2]1[N:3]=[C:4]2[C:10]([CH:11]=[O:12])=[CH:9][N:8](COCC[Si](C)(C)C)[C:5]2=[N:6][CH:7]=1.C(N1C=C(B2OC(C)(C)C(C)(C)O2)C=N1)C.C([O-])([O-])=O.[K+].[K+]. Product: [N:3]1[CH:2]=[CH:7][N:6]=[C:5]2[NH:8][CH:9]=[C:10]([CH:11]=[O:12])[C:4]=12. The catalyst class is: 257. (4) Product: [CH3:1][C@:2]12[C:10]([C:11]3([CH2:14]/[CH:15]=[CH:16]/[C:17]([OH:26])([C:18]([F:19])([F:20])[F:21])[C:22]([F:23])([F:24])[F:25])[CH2:13][CH2:12]3)=[CH:9][CH2:8][C@H:7]1[C:6](=[O:27])[CH2:5][CH2:4][CH2:3]2. The catalyst class is: 4. Reactant: [CH3:1][C@:2]12[C:10]([C:11]3([CH2:14]/[CH:15]=[CH:16]/[C:17]([OH:26])([C:22]([F:25])([F:24])[F:23])[C:18]([F:21])([F:20])[F:19])[CH2:13][CH2:12]3)=[CH:9][CH2:8][C@H:7]1[C@@H:6]([OH:27])[CH2:5][CH2:4][CH2:3]2.[Cr](O[Cr]([O-])(=O)=O)([O-])(=O)=O.[NH+]1C=CC=CC=1.[NH+]1C=CC=CC=1. (5) Reactant: [C:1]([C:4]1[CH:5]=[C:6]([CH:11]=[C:12]([C:14](=[O:20])[N:15]([CH3:19])[CH2:16][CH2:17][CH3:18])[CH:13]=1)[C:7]([O:9]C)=[O:8])(=[O:3])[CH3:2].CO.O.[Li+].[OH-]. Product: [C:1]([C:4]1[CH:5]=[C:6]([CH:11]=[C:12]([C:14](=[O:20])[N:15]([CH3:19])[CH2:16][CH2:17][CH3:18])[CH:13]=1)[C:7]([OH:9])=[O:8])(=[O:3])[CH3:2]. The catalyst class is: 1. (6) Reactant: [Cl:1][C:2]1[C:11]([C:12]([OH:14])=O)=[CH:10][C:9]2[C:4](=[CH:5][CH:6]=[CH:7][CH:8]=2)[N:3]=1.CCN(CC)CC.[S:22]1[CH:26]=[CH:25][CH:24]=[C:23]1[CH2:27][NH2:28].CCCCCC. Product: [Cl:1][C:2]1[C:11]([C:12]([NH:28][CH2:27][C:23]2[S:22][CH:26]=[CH:25][CH:24]=2)=[O:14])=[CH:10][C:9]2[C:4](=[CH:5][CH:6]=[CH:7][CH:8]=2)[N:3]=1. The catalyst class is: 309. (7) Reactant: [OH-].[K+].[C:3]([O:7][C@@H:8]([C:15]1[C:16]([CH3:47])=[N:17][C:18]([CH3:46])=[C:19]([C:30]2[CH:35]=[CH:34][C:33]([O:36][CH2:37][CH2:38][C:39]3[CH:44]=[CH:43][C:42]([F:45])=[CH:41][CH:40]=3)=[CH:32][CH:31]=2)[C:20]=1[N:21]1[CH2:26][CH2:25][C:24]([O:28][CH3:29])([CH3:27])[CH2:23][CH2:22]1)[C:9]([O:11]C(C)C)=[O:10])([CH3:6])([CH3:5])[CH3:4].Cl. Product: [C:3]([O:7][C@@H:8]([C:15]1[C:16]([CH3:47])=[N:17][C:18]([CH3:46])=[C:19]([C:30]2[CH:31]=[CH:32][C:33]([O:36][CH2:37][CH2:38][C:39]3[CH:44]=[CH:43][C:42]([F:45])=[CH:41][CH:40]=3)=[CH:34][CH:35]=2)[C:20]=1[N:21]1[CH2:22][CH2:23][C:24]([O:28][CH3:29])([CH3:27])[CH2:25][CH2:26]1)[C:9]([OH:11])=[O:10])([CH3:6])([CH3:5])[CH3:4]. The catalyst class is: 8. (8) Reactant: C1(=O)C=C[C:4](=[O:7])C=C1.CS(O)(=O)=O.[CH:14]1[CH2:19][CH2:18][CH:17]=[CH:16][CH:15]=1.[CH3:20][OH:21]. Product: [CH3:4][O:7][C@@H:15]1[CH2:14][CH2:19][C@H:18]([O:21][CH3:20])[CH:17]=[CH:16]1. The catalyst class is: 167. (9) Reactant: [CH3:1][CH2:2][Mg+].[Br-].[Br:5][C:6]1[CH:14]=[C:13]2[C:9]([CH2:10][CH2:11][C:12]2=[O:15])=[CH:8][CH:7]=1. Product: [Br:5][C:6]1[CH:14]=[C:13]2[C:9]([CH2:10][CH2:11][C:12]2([CH2:2][CH3:1])[OH:15])=[CH:8][CH:7]=1. The catalyst class is: 1. (10) Reactant: Br[C:2]1[CH:3]=[C:4]([CH:8]2[CH2:17][C:16]([CH3:19])([CH3:18])[C:15]3[C:10](=[CH:11][CH:12]=[C:13]([CH3:20])[CH:14]=3)[NH:9]2)[CH:5]=[CH:6][CH:7]=1.[NH2:21][C:22]([CH3:27])([CH3:26])[C:23]([OH:25])=[O:24].C(=O)([O-])[O-].[K+].[K+]. Product: [CH3:26][C:22]([NH:21][C:2]1[CH:7]=[CH:6][CH:5]=[C:4]([CH:8]2[CH2:17][C:16]([CH3:19])([CH3:18])[C:15]3[C:10](=[CH:11][CH:12]=[C:13]([CH3:20])[CH:14]=3)[NH:9]2)[CH:3]=1)([CH3:27])[C:23]([OH:25])=[O:24]. The catalyst class is: 156.